This data is from Full USPTO retrosynthesis dataset with 1.9M reactions from patents (1976-2016). The task is: Predict the reactants needed to synthesize the given product. (1) Given the product [ClH:1].[Cl:1][C:2]1[CH:26]=[CH:25][C:5]([CH2:6][C:7]2([C:20]([O:22][CH2:23][CH3:24])=[O:21])[CH2:8][CH2:9][NH:10][CH2:11][CH2:12]2)=[CH:4][CH:3]=1, predict the reactants needed to synthesize it. The reactants are: [Cl:1][C:2]1[CH:26]=[CH:25][C:5]([CH2:6][C:7]2([C:20]([O:22][CH2:23][CH3:24])=[O:21])[CH2:12][CH2:11][N:10](C(OC(C)(C)C)=O)[CH2:9][CH2:8]2)=[CH:4][CH:3]=1.Cl.O1CCOCC1. (2) Given the product [CH2:1]([C:3]1[S:29][C:6]2[N:7]([CH2:13][C:14]3[CH:19]=[CH:18][C:17]([C:20]4[C:21]([C:26]#[N:27])=[CH:22][CH:23]=[CH:24][CH:25]=4)=[CH:16][C:15]=3[F:28])[C:8](=[O:12])[N:9]([C:37]3[CH:38]=[CH:39][C:34]([O:33][CH:30]([CH3:32])[CH3:31])=[CH:35][CH:36]=3)[C:10](=[O:11])[C:5]=2[CH:4]=1)[CH3:2], predict the reactants needed to synthesize it. The reactants are: [CH2:1]([C:3]1[S:29][C:6]2[N:7]([CH2:13][C:14]3[CH:19]=[CH:18][C:17]([C:20]4[C:21]([C:26]#[N:27])=[CH:22][CH:23]=[CH:24][CH:25]=4)=[CH:16][C:15]=3[F:28])[C:8](=[O:12])[NH:9][C:10](=[O:11])[C:5]=2[CH:4]=1)[CH3:2].[CH:30]([O:33][C:34]1[CH:39]=[CH:38][C:37](B(O)O)=[CH:36][CH:35]=1)([CH3:32])[CH3:31].C(N(CC)CC)C.N1C=CC=CC=1.